Predict which catalyst facilitates the given reaction. From a dataset of Catalyst prediction with 721,799 reactions and 888 catalyst types from USPTO. (1) Reactant: [C:1]([N:8]1[CH2:11][CH:10]([C:12]([OH:14])=O)[CH2:9]1)([O:3][C:4]([CH3:7])([CH3:6])[CH3:5])=[O:2].Cl.[CH3:16][NH:17][O:18][CH3:19].C1C=CC2N(O)N=NC=2C=1.Cl.C(N=C=N)C.C(N(CC)C(C)C)(C)C. Product: [C:4]([O:3][C:1]([N:8]1[CH2:9][CH:10]([C:12]([N:17]([O:18][CH3:19])[CH3:16])=[O:14])[CH2:11]1)=[O:2])([CH3:5])([CH3:6])[CH3:7]. The catalyst class is: 158. (2) Reactant: [Cl:1][C:2]1[CH:3]=[C:4]2[C:8](=[CH:9][CH:10]=1)[NH:7][C:6](=[O:11])[C:5]2([CH2:20][C:21]([OH:23])=O)[C:12]1[CH:17]=[CH:16][CH:15]=[CH:14][C:13]=1[O:18][CH3:19].C1C=CC2N(O)N=NC=2C=1.O.C(Cl)CCl.Cl.[N:40]1([C:46]2[N:51]=[CH:50][CH:49]=[CH:48][N:47]=2)[CH2:45][CH2:44][NH:43][CH2:42][CH2:41]1.C([O-])([O-])=O.[K+].[K+]. Product: [Cl:1][C:2]1[CH:3]=[C:4]2[C:8](=[CH:9][CH:10]=1)[NH:7][C:6](=[O:11])[C:5]2([C:12]1[CH:17]=[CH:16][CH:15]=[CH:14][C:13]=1[O:18][CH3:19])[CH2:20][C:21](=[O:23])[N:43]1[CH2:44][CH2:45][N:40]([C:46]2[N:47]=[CH:48][CH:49]=[CH:50][N:51]=2)[CH2:41][CH2:42]1. The catalyst class is: 303. (3) Reactant: [CH2:1]([NH2:4])[CH2:2][CH3:3].C(N(CC)CC)C.[N+:12]([C:15]1[CH:20]=[CH:19][CH:18]=[CH:17][C:16]=1[S:21](Cl)(=[O:23])=[O:22])([O-:14])=[O:13]. Product: [N+:12]([C:15]1[CH:20]=[CH:19][CH:18]=[CH:17][C:16]=1[S:21]([NH:4][CH2:1][CH2:2][CH3:3])(=[O:23])=[O:22])([O-:14])=[O:13]. The catalyst class is: 7. (4) Reactant: [C:1]([O:5][C:6]([N:8]1[CH2:12][C@@H:11]([O:13][C:14]2[CH:19]=[CH:18][CH:17]=[CH:16][CH:15]=2)[CH2:10][C@H:9]1[C:20](O)=[O:21])=[O:7])([CH3:4])([CH3:3])[CH3:2]. Product: [C:1]([O:5][C:6]([N:8]1[CH2:12][C@@H:11]([O:13][C:14]2[CH:15]=[CH:16][CH:17]=[CH:18][CH:19]=2)[CH2:10][C@H:9]1[CH2:20][OH:21])=[O:7])([CH3:4])([CH3:3])[CH3:2]. The catalyst class is: 1.